This data is from Aqueous solubility values for 9,982 compounds from the AqSolDB database. The task is: Regression/Classification. Given a drug SMILES string, predict its absorption, distribution, metabolism, or excretion properties. Task type varies by dataset: regression for continuous measurements (e.g., permeability, clearance, half-life) or binary classification for categorical outcomes (e.g., BBB penetration, CYP inhibition). For this dataset (solubility_aqsoldb), we predict Y. (1) The molecule is Oc1ccc(Cl)c(O)c1. The Y is -1.07 log mol/L. (2) The compound is O=C(NC(=O)c1c(F)cccc1F)Nc1ccc(Cl)cc1. The Y is -6.54 log mol/L. (3) The compound is COC(C)C(N)C(=O)O. The Y is 0.485 log mol/L. (4) The compound is O=[N+]([O-])Cc1ccc2ccccc2n1. The Y is -2.05 log mol/L. (5) The drug is CC1CCC(C(C)C)C(=O)C1. The Y is -2.49 log mol/L. (6) The compound is CCCCCCCCCCCCCCCCCC(=O)OCC(COC(=O)CCCCCCCCCCCCCCCCC)OC(=O)CCCCCCCCCCCCCCCCC. The Y is -5.47 log mol/L. (7) The Y is 0.865 log mol/L. The drug is O=C(O)CC(=O)O. (8) The compound is Nc1ccc2cc3ccccc3cc2c1. The Y is -5.17 log mol/L. (9) The molecule is C=CCN(CC=C)c1cc(NC(C)=O)c(N=Nc2c(Cl)cc([N+](=O)[O-])cc2[N+](=O)[O-])cc1OC. The Y is -4.39 log mol/L.